Dataset: Forward reaction prediction with 1.9M reactions from USPTO patents (1976-2016). Task: Predict the product of the given reaction. Given the reactants [CH3:1][CH:2]1[C:10]2[C:5](=[CH:6][CH:7]=[CH:8][CH:9]=2)[NH:4][CH2:3]1.O=[CH:12][C:13]1[CH:21]=[CH:20][C:17]([O:18][CH3:19])=[C:15]([OH:16])[CH:14]=1.C(O[BH-](OC(=O)C)OC(=O)C)(=O)C.[Na+], predict the reaction product. The product is: [CH3:19][O:18][C:17]1[CH:20]=[CH:21][C:13]([CH2:12][N:4]2[C:5]3[C:10](=[CH:9][CH:8]=[CH:7][CH:6]=3)[CH:2]([CH3:1])[CH2:3]2)=[CH:14][C:15]=1[OH:16].